From a dataset of Experimentally validated miRNA-target interactions with 360,000+ pairs, plus equal number of negative samples. Binary Classification. Given a miRNA mature sequence and a target amino acid sequence, predict their likelihood of interaction. (1) The miRNA is hsa-miR-4498 with sequence UGGGCUGGCAGGGCAAGUGCUG. The protein sequence of the target gene is MVYSRRGSLGSRLLLLWLLLAYWKAGSGQLHYSIPEEAKHGTFVGRIAQDLGLELAELVPRLFRVASKGRGDLLEVNLQNGILFVNSRIDREELCRRRAECSIHLEVIVDRPLQVFHVEVAVKDINDNPPRFSRQEQRLFILESRMPDSRFPLEGASDLDIGANAQLRYRLNPNEYFDLDVKTNEEETNFLELVLRKSLDREETQEHRLLVIATDGGKPELTGTVQLLINVLDANDNAPEFDKSIYNVRLLENAPSGTLVIKLNASDADEGINKEIVYFFSNLVLDDVKSKFIINSNTGE.... Result: 0 (no interaction). (2) The miRNA is rno-miR-125a-5p with sequence UCCCUGAGACCCUUUAACCUGUGA. The protein sequence of the target gene is MIEKMQGSRMDEQRCSFPPPLKTEEDYIPYPSVHEVLGREGPFPLILLPQFGGYWIEGTNHEITSIPETEPLQSPTTKVKLECNPTARIYRKHFLGKEHFNYYSLDAALGHLVFSLKYDVIGDQEHLRLLLRTKCRTYHDVIPISCLTEFPNVVQMAKLVCEDVNVDRFYPVLYPKASRLIVTFDEHVISNNFKFGVIYQKLGQTSEEELFSTNEESPAFVEFLEFLGQKVKLQDFKGFRGGLDVTHGQTGTESVYCNFRNKEIMFHVSTKLPYTEGDAQQLQRKRHIGNDIVAVVFQDE.... Result: 0 (no interaction). (3) The miRNA is hsa-miR-4466 with sequence GGGUGCGGGCCGGCGGGG. The protein sequence of the target gene is MARPVQRFQLWSPLGFLLQLVTLLGKLGPQVQSVRPESLLFVSTLDGSLHALNKQTGDLKWTVKDDPIIQGPMYVTEMAFLSDPADGSLYVLGTQKQQGLMKLPFTIPELVHASPCRSSDGVFYTGRKQDAWFVVDPESGETQMTLTTEGLSTPQLFIGRTQYTVSMHDLRTPALRWNTTYRRYSAPLLNGSPGKYMSHLTSCGMGLLLTVDPGSGIVLWTQDLGVPVTGIYTWHQDGLHQLPHLTLARDTLHFLVLRWGHIRLPASSYQDTATQFSSLDTQLLMTLYVGKEEAGFYVSK.... Result: 0 (no interaction). (4) The miRNA is mmu-miR-676-3p with sequence CCGUCCUGAGGUUGUUGAGCU. The protein sequence of the target gene is MSVSARSAAAEERSVNSSTMVAQQKNLEGYVGFANLPNQVYRKSVKRGFEFTLMVVGESGLGKSTLINSLFLTDLYSPEYPGPSHRIKKTVQVEQSKVLIKEGGVQLLLTIVDTPGFGDAVDNSNCWQPVIDYIDSKFEDYLNAESRVNRRQMPDNRVQCCLYFIAPSGHGLKPLDIEFMKRLHEKVNIIPLIAKADTLTPEECQQFKKQIMKEIQEHKIKIYEFPETDDEEENKLVKKIKDRLPLAVVGSNTIIEVNGKRVRGRQYPWGVAEVENGEHCDFTILRNMLIRTHMQDLKDV.... Result: 0 (no interaction). (5) The miRNA is hsa-miR-5697 with sequence UCAAGUAGUUUCAUGAUAAAGG. The protein sequence of the target gene is METQSTGTEDGFTPVTHRGGRRAKKRQAEQSSAAGQDGEAGRMDTEEARPAKRPVFPPLSGDQLLTGKEETRKIPVPGNRYTPLKENWMKIFTPIVEHLGLQIRFNLKSRNVEIRTCKDTKDVSALTKAADFVKAFVLGFQVEDALALIRLDDLFLESFEITDVKPLKGDHLSRAIGRIAGKGGKTKFTIENVTRTRIVLADVHVHILGSFQNIKMARTAICNLILGNPPSKVYGNIRAVASRSADRF. Result: 0 (no interaction). (6) The miRNA is hsa-miR-654-3p with sequence UAUGUCUGCUGACCAUCACCUU. The protein sequence of the target gene is MASSPHQQLLHHHSTEVSCDSSGDSNSVRVKINPKQLSSNTHPKHCKYSISSSCSSSGDSGGLPRRVGGGGRLRRQKKLPQLFERASSRWWDPKFDSMNLEEACLERCFPQTQRRFRYALFYVGFACLLWSIYFAVHMKSKVIVMVVPALCFLVVCVGFFLFTFTKLYARHYAWTSLALTLLVFALTLAAQFQVWTPLSGRVDSSNHTLTATPADTCLSQVGSFSICIEVLLLLYTVMQLPLYLSLFLGVVYSVLFETFGYHFRNEDCYPSPGPGALHWELLSRALLHVCIHAIGIHLFV.... Result: 0 (no interaction).